This data is from Reaction yield outcomes from USPTO patents with 853,638 reactions. The task is: Predict the reaction yield, written as a fraction of the theoretical maximum amount of product (1.0 means a 100% yield; for example, 0.34 means a 34% yield). The reactants are [C:1](C(CCCCCCCCCN)C(O)=O)([O:3][C:4]([CH3:7])([CH3:6])[CH3:5])=[O:2].CCN=C=N[CH2:27][CH2:28][CH2:29]N(C)C.[CH:33]1[CH:34]=[CH:35][C:36]2N(O)N=[N:39][C:37]=2[CH:38]=1.[C:43]([O:47][C:48](=[O:66])[CH2:49][CH:50]([NH2:65])[CH:51]([OH:64])[CH2:52][O:53][C:54]1[C:59]([F:60])=[C:58]([F:61])[CH:57]=[C:56]([F:62])[C:55]=1[F:63])([CH3:46])([CH3:45])[CH3:44].CN1CC[O:71][CH2:70][CH2:69]1. The catalyst is CN(C=O)C.CCOC(C)=O. The product is [C:43]([O:47][C:48](=[O:66])[CH2:49][CH:50]([NH:65][C:70](=[O:71])[CH2:69][CH2:29][CH2:28][CH2:27][CH2:36][CH2:35][CH2:34][CH2:33][CH2:38][CH2:37][NH:39][C:1]([O:3][C:4]([CH3:7])([CH3:6])[CH3:5])=[O:2])[CH:51]([OH:64])[CH2:52][O:53][C:54]1[C:55]([F:63])=[C:56]([F:62])[CH:57]=[C:58]([F:61])[C:59]=1[F:60])([CH3:46])([CH3:44])[CH3:45]. The yield is 0.240.